This data is from Buchwald-Hartwig C-N cross coupling reaction yields with 55,370 reactions. The task is: Predict the reaction yield, written as a fraction of the theoretical maximum amount of product (1.0 means a 100% yield; for example, 0.34 means a 34% yield). The reactants are Ic1ccccn1.Cc1ccc(N)cc1.O=S(=O)(O[Pd]1c2ccccc2-c2ccccc2N~1)C(F)(F)F.COc1ccc(OC)c(P([C@]23C[C@H]4C[C@H](C[C@H](C4)C2)C3)[C@]23C[C@H]4C[C@H](C[C@H](C4)C2)C3)c1-c1c(C(C)C)cc(C(C)C)cc1C(C)C.CN1CCCN2CCCN=C12.Cc1ccon1. No catalyst specified. The product is Cc1ccc(Nc2ccccn2)cc1. The yield is 0.958.